This data is from Forward reaction prediction with 1.9M reactions from USPTO patents (1976-2016). The task is: Predict the product of the given reaction. (1) Given the reactants [H-].[Na+].[C:3]([O:7][C:8]([N:10]1[CH2:14][C@H:13]([OH:15])[CH2:12][C@@H:11]1[C@H:16]1[O:20][C:19]([CH3:22])([CH3:21])[N:18]([C:23](=[O:25])[CH3:24])[C@H:17]1[CH2:26][C:27]1[CH:32]=[C:31]([F:33])[CH:30]=[C:29]([F:34])[CH:28]=1)=[O:9])([CH3:6])([CH3:5])[CH3:4].Br[CH2:36][C:37]1[CH:42]=[CH:41][CH:40]=[C:39]([O:43][C:44]([F:47])([F:46])[F:45])[CH:38]=1, predict the reaction product. The product is: [C:3]([O:7][C:8]([N:10]1[CH2:14][C@H:13]([O:15][CH2:36][C:37]2[CH:42]=[CH:41][CH:40]=[C:39]([O:43][C:44]([F:45])([F:46])[F:47])[CH:38]=2)[CH2:12][C@@H:11]1[C@H:16]1[O:20][C:19]([CH3:21])([CH3:22])[N:18]([C:23](=[O:25])[CH3:24])[C@H:17]1[CH2:26][C:27]1[CH:28]=[C:29]([F:34])[CH:30]=[C:31]([F:33])[CH:32]=1)=[O:9])([CH3:4])([CH3:5])[CH3:6]. (2) Given the reactants [CH3:1][N:2]([CH3:8])[C@H:3]1[CH2:7][CH2:6][NH:5][CH2:4]1.[C:9]([C:11]1[C:16]2[N:17]=[C:18]([C:20]([N:22]([CH3:24])[CH3:23])=[O:21])[O:19][C:15]=2[C:14](F)=[C:13]([C:26]2[CH:31]=[CH:30][CH:29]=[CH:28][CH:27]=2)[C:12]=1[CH3:32])#[N:10].C(N(CC)CC)C, predict the reaction product. The product is: [C:9]([C:11]1[C:16]2[N:17]=[C:18]([C:20]([N:22]([CH3:24])[CH3:23])=[O:21])[O:19][C:15]=2[C:14]([N:5]2[CH2:6][CH2:7][C@H:3]([N:2]([CH3:8])[CH3:1])[CH2:4]2)=[C:13]([C:26]2[CH:31]=[CH:30][CH:29]=[CH:28][CH:27]=2)[C:12]=1[CH3:32])#[N:10]. (3) The product is: [CH2:9]([O:11][CH:12]([CH2:15]/[N:16]=[CH:1]/[C:25]1[NH:24][CH:28]=[CH:27][CH:26]=1)[CH2:13]/[N:14]=[CH:22]/[C:18]1[NH:17][CH:21]=[CH:20][CH:19]=1)[CH3:10]. Given the reactants [C:1](=O)([O-])[O-].[Na+].[Na+].Cl.Cl.[CH2:9]([O:11][CH:12]([CH2:15][NH2:16])[CH2:13][NH2:14])[CH3:10].[NH:17]1[CH:21]=[CH:20][CH:19]=[C:18]1[CH:22]=O.[NH:24]1[CH:28]=[CH:27][CH:26]=[CH:25]1, predict the reaction product.